From a dataset of Full USPTO retrosynthesis dataset with 1.9M reactions from patents (1976-2016). Predict the reactants needed to synthesize the given product. (1) Given the product [Cl:1][C:2]1[CH:7]=[CH:6][CH:5]=[C:4]([O:8][CH2:10][CH2:11][CH2:12][Cl:13])[CH:3]=1, predict the reactants needed to synthesize it. The reactants are: [Cl:1][C:2]1[CH:3]=[C:4]([OH:8])[CH:5]=[CH:6][CH:7]=1.Br[CH2:10][CH2:11][CH2:12][Cl:13]. (2) Given the product [CH:1]1([C:4]2[NH:5][C:6]3[C:12]([C:13]([NH:17][CH2:18][CH:19]([OH:22])[CH2:20][OH:21])=[O:15])=[CH:11][CH:10]=[C:9]([OH:16])[C:7]=3[N:8]=2)[CH2:2][CH2:3]1, predict the reactants needed to synthesize it. The reactants are: [CH:1]1([C:4]2[NH:8][C:7]3[C:9]([OH:16])=[CH:10][CH:11]=[C:12]([C:13]([OH:15])=O)[C:6]=3[N:5]=2)[CH2:3][CH2:2]1.[NH2:17][CH2:18][CH:19]([OH:22])[CH2:20][OH:21]. (3) Given the product [Cl:1][C:2]1[CH:3]=[CH:4][C:5]([OH:12])=[C:6]([CH:11]=1)[C:7]([NH:9][CH3:10])=[O:8], predict the reactants needed to synthesize it. The reactants are: [Cl:1][C:2]1[CH:3]=[CH:4][C:5]([O:12]C)=[C:6]([CH:11]=1)[C:7]([NH:9][CH3:10])=[O:8].B(Br)(Br)Br.C(O)C. (4) Given the product [F:19][C:17]1[CH:16]=[CH:15][CH:14]=[C:13]2[C:18]=1[NH:10][CH:11]=[C:12]2[C:20]1[S:21][C:22]([CH2:25][N:26]2[CH2:27][CH2:28][CH2:29][CH2:30]2)=[CH:23][CH:24]=1, predict the reactants needed to synthesize it. The reactants are: C1(S([N:10]2[C:18]3[C:13](=[CH:14][CH:15]=[CH:16][C:17]=3[F:19])[C:12]([C:20]3[S:21][C:22]([CH2:25][N:26]4[CH2:30][CH2:29][CH2:28][CH2:27]4)=[CH:23][CH:24]=3)=[CH:11]2)(=O)=O)C=CC=CC=1.C(=O)([O-])[O-].[K+].[K+].CO.